Task: Predict the reaction yield, written as a fraction of the theoretical maximum amount of product (1.0 means a 100% yield; for example, 0.34 means a 34% yield).. Dataset: Buchwald-Hartwig C-N cross coupling reaction yields with 55,370 reactions The reactants are CCc1ccc(Cl)cc1.Cc1ccc(N)cc1.O=S(=O)(O[Pd]1c2ccccc2-c2ccccc2N~1)C(F)(F)F.COc1ccc(OC)c(P([C@]23C[C@H]4C[C@H](C[C@H](C4)C2)C3)[C@]23C[C@H]4C[C@H](C[C@H](C4)C2)C3)c1-c1c(C(C)C)cc(C(C)C)cc1C(C)C.CN(C)C(=NC(C)(C)C)N(C)C.c1ccc(-c2cnoc2)cc1. No catalyst specified. The product is CCc1ccc(Nc2ccc(C)cc2)cc1. The yield is 0.00620.